This data is from Full USPTO retrosynthesis dataset with 1.9M reactions from patents (1976-2016). The task is: Predict the reactants needed to synthesize the given product. (1) Given the product [CH2:1]([N:3]1[CH2:4][CH2:5][N:6]([CH2:9][C:10]2[CH:19]=[CH:18][C:13]([C:14]([NH:21][C@H:22]3[C@H:27]4[C@@H:23]3[O:24][C:25]3[CH:31]=[CH:30][C:29]([O:32][C:33]5[C:34]6[CH2:35][CH2:36][C:37](=[O:43])[NH:38][C:39]=6[N:40]=[CH:41][CH:42]=5)=[CH:28][C:26]=34)=[O:16])=[CH:12][C:11]=2[CH3:20])[CH2:7][CH2:8]1)[CH3:2], predict the reactants needed to synthesize it. The reactants are: [CH2:1]([N:3]1[CH2:8][CH2:7][N:6]([CH2:9][C:10]2[CH:19]=[CH:18][C:13]([C:14]([O:16]C)=O)=[CH:12][C:11]=2[CH3:20])[CH2:5][CH2:4]1)[CH3:2].[NH2:21][C@H:22]1[C@H:27]2[C@@H:23]1[O:24][C:25]1[CH:31]=[CH:30][C:29]([O:32][C:33]3[CH:42]=[CH:41][N:40]=[C:39]4[C:34]=3[CH2:35][CH2:36][C:37](=[O:43])[NH:38]4)=[CH:28][C:26]=12.CN(C(ON1N=NC2C=CC=NC1=2)=[N+](C)C)C.F[P-](F)(F)(F)(F)F.CCN(C(C)C)C(C)C. (2) Given the product [CH2:1]([O:3][C:4](=[O:18])[CH2:5][C:11]1[C:16]([Cl:17])=[CH:15][CH:14]=[CH:13][N:12]=1)[CH3:2], predict the reactants needed to synthesize it. The reactants are: [CH2:1]([O:3][C:4](=[O:18])[CH:5]([C:11]1[C:16]([Cl:17])=[CH:15][CH:14]=[CH:13][N:12]=1)C(OCC)=O)[CH3:2].[Na+].[Cl-].O. (3) Given the product [CH3:24][C:5]1[CH:6]=[C:7]2[CH:13]=[CH:12][N:11]([Si:14]([CH:21]([CH3:23])[CH3:22])([CH:18]([CH3:20])[CH3:19])[CH:15]([CH3:17])[CH3:16])[C:8]2=[N:9][CH:10]=1, predict the reactants needed to synthesize it. The reactants are: ClCCl.Br[C:5]1[CH:6]=[C:7]2[CH:13]=[CH:12][N:11]([Si:14]([CH:21]([CH3:23])[CH3:22])([CH:18]([CH3:20])[CH3:19])[CH:15]([CH3:17])[CH3:16])[C:8]2=[N:9][CH:10]=1.[C:24](O)(=O)CC(CC(O)=O)(C(O)=O)O. (4) Given the product [F:26][C:24]([F:25])([F:27])[CH:21]1[CH2:22][CH2:23][N:18]([CH2:17][C@H:16]2[CH2:15][O:14][S:11](=[O:10])[N:28]2[C:29]([O:30][C:31]([CH3:32])([CH3:34])[CH3:33])=[O:35])[CH2:19][CH2:20]1, predict the reactants needed to synthesize it. The reactants are: O1CCN(C([O-])=O)S1=O.[O:10]=[S:11](Cl)Cl.[OH:14][CH2:15][C@@H:16]([NH:28][C:29](=[O:35])[O:30][C:31]([CH3:34])([CH3:33])[CH3:32])[CH2:17][N:18]1[CH2:23][CH2:22][CH:21]([C:24]([F:27])([F:26])[F:25])[CH2:20][CH2:19]1.N1C=CC=CC=1. (5) Given the product [F:8][C:9]1[CH:43]=[C:42]([NH:44][C:45]([N:47]2[CH2:51][CH2:50][N:49]([C:52]3[CH:53]=[CH:54][CH:55]=[CH:56][CH:57]=3)[C:48]2=[S:58])=[O:46])[CH:41]=[CH:40][C:10]=1[O:11][C:12]1[CH:17]=[CH:16][N:15]=[C:14]2[CH:18]=[C:19]([C:21]3[CH:22]=[CH:23][C:24]([CH2:27][NH:28][CH2:36][CH2:37][O:38][CH3:39])=[CH:25][N:26]=3)[S:20][C:13]=12, predict the reactants needed to synthesize it. The reactants are: C(O)(C(F)(F)F)=O.[F:8][C:9]1[CH:43]=[C:42]([NH:44][C:45]([N:47]2[CH2:51][CH2:50][N:49]([C:52]3[CH:57]=[CH:56][CH:55]=[CH:54][CH:53]=3)[C:48]2=[S:58])=[O:46])[CH:41]=[CH:40][C:10]=1[O:11][C:12]1[CH:17]=[CH:16][N:15]=[C:14]2[CH:18]=[C:19]([C:21]3[N:26]=[CH:25][C:24]([CH2:27][N:28]([CH2:36][CH2:37][O:38][CH3:39])C(=O)OC(C)(C)C)=[CH:23][CH:22]=3)[S:20][C:13]=12.